Dataset: Reaction yield outcomes from USPTO patents with 853,638 reactions. Task: Predict the reaction yield, written as a fraction of the theoretical maximum amount of product (1.0 means a 100% yield; for example, 0.34 means a 34% yield). (1) The reactants are [H-].[Al+3].[Li+].[H-].[H-].[H-].[CH2:7]([O:14][C:15]1[CH:20]=[CH:19][C:18]([NH:21][C:22]([C:24]2[CH:25]=[C:26]3[C:31](=[CH:32][CH:33]=2)[N:30]=[CH:29][CH:28]=[CH:27]3)=O)=[CH:17][CH:16]=1)[C:8]1[CH:13]=[CH:12][CH:11]=[CH:10][CH:9]=1.O(C1SC(CNC(C2C=C3CCNC3=NC=2)=O)=CC=1)C1C=CC=CC=1.[Cl-].[NH4+]. The catalyst is O1CCCC1. The product is [CH2:7]([O:14][C:15]1[CH:16]=[CH:17][C:18]([NH:21][CH2:22][C:24]2[CH:25]=[C:26]3[C:31](=[CH:32][CH:33]=2)[N:30]=[CH:29][CH:28]=[CH:27]3)=[CH:19][CH:20]=1)[C:8]1[CH:9]=[CH:10][CH:11]=[CH:12][CH:13]=1. The yield is 0.330. (2) The reactants are [C:1]([N:6]1[CH2:11][CH2:10][N:9]([C:12]([C:14]2[CH:15]=[C:16]([CH:20]3[C:29](=O)[C:28]4[C:27]([C:31](OC)=[O:32])=[CH:26][CH:25]=[CH:24][C:23]=4[NH:22][CH:21]3[C:35]3[CH:40]=[CH:39][CH:38]=[CH:37][CH:36]=3)[CH:17]=[CH:18][CH:19]=2)=[O:13])[CH2:8][CH2:7]1)(=O)[CH:2]([CH3:4])[CH3:3].[OH2:41].[NH2:42][NH2:43]. The catalyst is CO. The product is [C:1]([N:6]1[CH2:7][CH2:8][N:9]([C:12]([C:14]2[CH:15]=[C:16]([CH:20]3[C:29]4=[N:42][NH:43][C:31](=[O:32])[C:27]5[CH:26]=[CH:25][CH:24]=[C:23]([C:28]=54)[NH:22][CH:21]3[C:35]3[CH:40]=[CH:39][CH:38]=[CH:37][CH:36]=3)[CH:17]=[CH:18][CH:19]=2)=[O:13])[CH2:10][CH2:11]1)(=[O:41])[CH:2]([CH3:4])[CH3:3]. The yield is 0.110. (3) The reactants are [CH3:1][O:2][C:3]1[CH:4]=[CH:5][C:6]([N+:26]([O-])=O)=[C:7]([CH:25]=1)[C:8]([NH:10][C:11]1[CH:24]=[CH:23][C:14]2[O:15][C:16]([F:22])([F:21])[C:17]([F:20])([F:19])[O:18][C:13]=2[CH:12]=1)=[O:9]. The catalyst is CO.[Pd]. The product is [NH2:26][C:6]1[CH:5]=[CH:4][C:3]([O:2][CH3:1])=[CH:25][C:7]=1[C:8]([NH:10][C:11]1[CH:24]=[CH:23][C:14]2[O:15][C:16]([F:22])([F:21])[C:17]([F:19])([F:20])[O:18][C:13]=2[CH:12]=1)=[O:9]. The yield is 0.520.